Predict the product of the given reaction. From a dataset of Forward reaction prediction with 1.9M reactions from USPTO patents (1976-2016). (1) Given the reactants S(S([O-])=O)([O-])=O.[Na+].[Na+].[Cl:9][C:10]1[CH:11]=[CH:12][C:13]([S:31]([CH2:34][CH3:35])(=[O:33])=[O:32])=[C:14]([CH:30]=1)[NH:15][N:16]1[C:25](=[O:26])[C:24]2[C:19](=[CH:20][CH:21]=[C:22]([N+:27]([O-])=O)[CH:23]=2)[N:18]=[CH:17]1.O.C(OCC)(=O)C, predict the reaction product. The product is: [NH2:27][C:22]1[CH:23]=[C:24]2[C:19](=[CH:20][CH:21]=1)[N:18]=[CH:17][N:16]([NH:15][C:14]1[CH:30]=[C:10]([Cl:9])[CH:11]=[CH:12][C:13]=1[S:31]([CH2:34][CH3:35])(=[O:33])=[O:32])[C:25]2=[O:26]. (2) Given the reactants [NH2:1][C:2]1[N:3]=[C:4]([N:11]2[CH2:15][CH2:14][CH:13]([NH:16]C(=O)OC(C)(C)C)[CH2:12]2)[C:5]2[CH2:10][CH2:9][CH2:8][C:6]=2[N:7]=1.C(O)(C(F)(F)F)=O, predict the reaction product. The product is: [NH2:16][CH:13]1[CH2:14][CH2:15][N:11]([C:4]2[C:5]3[CH2:10][CH2:9][CH2:8][C:6]=3[N:7]=[C:2]([NH2:1])[N:3]=2)[CH2:12]1. (3) Given the reactants [O:1]1[CH:5]=[CH:4][CH:3]=[C:2]1[C:6]1[C:7]2[CH:22]=[CH:21][CH:20]=[N:19][C:8]=2[NH:9][C:10](=O)[CH:11]([C:13]2[S:17][CH:16]=[N:15][CH:14]=2)[N:12]=1.[CH:23]1([NH2:26])[CH2:25][CH2:24]1, predict the reaction product. The product is: [CH:23]1([NH:26][C:10]2[CH:11]([C:13]3[S:17][CH:16]=[N:15][CH:14]=3)[N:12]=[C:6]([C:2]3[O:1][CH:5]=[CH:4][CH:3]=3)[C:7]3[CH:22]=[CH:21][CH:20]=[N:19][C:8]=3[N:9]=2)[CH2:25][CH2:24]1. (4) Given the reactants [CH:1]1([S:6][CH:7]([C:11]2[CH:16]=[C:15]([F:17])[CH:14]=[C:13]([F:18])[CH:12]=2)[C:8]([OH:10])=O)[CH2:5][CH2:4][CH2:3][CH2:2]1.[NH2:19][C:20]1[CH:25]=[CH:24][CH:23]=[CH:22][N:21]=1, predict the reaction product. The product is: [CH:1]1([S:6][CH:7]([C:11]2[CH:16]=[C:15]([F:17])[CH:14]=[C:13]([F:18])[CH:12]=2)[C:8]([NH:19][C:20]2[CH:25]=[CH:24][CH:23]=[CH:22][N:21]=2)=[O:10])[CH2:2][CH2:3][CH2:4][CH2:5]1. (5) Given the reactants [CH3:1][O:2][C:3]1[CH:11]=[CH:10][C:6]([C:7]([OH:9])=O)=[CH:5][C:4]=1[C:12]#[C:13][C:14]1[CH:19]=[CH:18][CH:17]=[CH:16][N:15]=1.[Cl:20][C:21]1[CH:26]=[CH:25][C:24]([N:27]2[CH2:32][CH2:31][NH:30][CH2:29][C:28]2=[O:33])=[CH:23][CH:22]=1.C(N(CC)CC)C.C1C=CC2N(O)N=NC=2C=1.C(Cl)CCl, predict the reaction product. The product is: [Cl:20][C:21]1[CH:22]=[CH:23][C:24]([N:27]2[CH2:32][CH2:31][N:30]([C:7]([C:6]3[CH:10]=[CH:11][C:3]([O:2][CH3:1])=[C:4]([C:12]#[C:13][C:14]4[CH:19]=[CH:18][CH:17]=[CH:16][N:15]=4)[CH:5]=3)=[O:9])[CH2:29][C:28]2=[O:33])=[CH:25][CH:26]=1.